From a dataset of Forward reaction prediction with 1.9M reactions from USPTO patents (1976-2016). Predict the product of the given reaction. (1) The product is: [ClH:23].[NH:25]1[CH2:29][CH2:28][C@@H:27]([O:30]/[N:31]=[C:3]2\[CH2:4][CH:5]3[C@:18]([CH3:20])([CH2:19][C@H:2]\2[F:1])[C@@H:17]2[C@H:8]([C@H:9]4[C@@:13]([CH2:15][CH2:16]2)([CH3:14])[C:12](=[O:21])[CH2:11][CH2:10]4)[CH2:7][CH2:6]3)[CH2:26]1. Given the reactants [F:1][C@@H:2]1[CH2:19][C@@:18]2([CH3:20])[CH:5]([CH2:6][CH2:7][C@@H:8]3[C@@H:17]2[CH2:16][CH2:15][C@@:13]2([CH3:14])[C@H:9]3[CH2:10][CH2:11][C:12]2=[O:21])[CH2:4][C:3]1=O.[ClH:23].Cl.[NH:25]1[CH2:29][CH2:28][C@@H:27]([O:30][NH2:31])[CH2:26]1, predict the reaction product. (2) Given the reactants [NH2:1][C:2]1[CH:9]=[C:8]([O:10][CH3:11])[C:7]([Br:12])=[CH:6][C:3]=1[CH:4]=O.[NH2:13][C:14](N)=[O:15], predict the reaction product. The product is: [Br:12][C:7]1[CH:6]=[C:3]2[C:2](=[CH:9][C:8]=1[O:10][CH3:11])[N:1]=[C:14]([OH:15])[N:13]=[CH:4]2. (3) Given the reactants [CH:1]1([C:4]2[C:5]([O:15][CH2:16][CH:17]3[CH2:22][CH2:21][N:20]([CH2:23][C:24]([F:27])([F:26])[F:25])[CH2:19][CH2:18]3)=[CH:6][C:7]([F:14])=[C:8]([CH:13]=2)[C:9]([O:11]C)=[O:10])[CH2:3][CH2:2]1.[OH-].[Li+], predict the reaction product. The product is: [CH:1]1([C:4]2[C:5]([O:15][CH2:16][CH:17]3[CH2:18][CH2:19][N:20]([CH2:23][C:24]([F:27])([F:26])[F:25])[CH2:21][CH2:22]3)=[CH:6][C:7]([F:14])=[C:8]([CH:13]=2)[C:9]([OH:11])=[O:10])[CH2:3][CH2:2]1. (4) The product is: [C:30]([C:27]1[CH:28]=[CH:29][C:24]([C:11]2[C:12]3[S:16][C:15]([NH:17][C:18]([NH:20][CH2:21][CH3:22])=[O:19])=[N:14][C:13]=3[CH:23]=[C:9]([OH:8])[CH:10]=2)=[N:25][CH:26]=1)#[N:31]. Given the reactants C([O:8][C:9]1[CH:10]=[C:11]([C:24]2[CH:29]=[CH:28][C:27]([C:30]#[N:31])=[CH:26][N:25]=2)[C:12]2[S:16][C:15]([NH:17][C:18]([NH:20][CH2:21][CH3:22])=[O:19])=[N:14][C:13]=2[CH:23]=1)C1C=CC=CC=1.CS(O)(=O)=O, predict the reaction product. (5) Given the reactants C([O:4][CH2:5][C@:6]1([CH3:42])[C@@H:11]([O:12]C(=O)C)[C@H:10]([O:16]C(=O)C)[C@H:9]([O:20]C(=O)C)[C@@H:8]([O:24][C:25]2[CH:30]=[CH:29][C:28]([C:31]3[CH:36]=[CH:35][CH:34]=[C:33]([C:37](=[O:40])[NH:38][CH3:39])[CH:32]=3)=[CH:27][C:26]=2[CH3:41])[O:7]1)(=O)C.C[O-].[Na+], predict the reaction product. The product is: [CH3:39][NH:38][C:37](=[O:40])[C:33]1[CH:34]=[CH:35][CH:36]=[C:31]([C:28]2[CH:29]=[CH:30][C:25]([O:24][C@@H:8]3[C@@H:9]([OH:20])[C@@H:10]([OH:16])[C@H:11]([OH:12])[C@:6]([CH2:5][OH:4])([CH3:42])[O:7]3)=[C:26]([CH3:41])[CH:27]=2)[CH:32]=1. (6) Given the reactants [NH2:1][C:2](=[N:19][OH:20])[CH:3]1[CH2:6][C:5]2([CH2:11][CH2:10][N:9]([C:12]([O:14][C:15]([CH3:18])([CH3:17])[CH3:16])=[O:13])[CH2:8][CH2:7]2)[CH2:4]1.[F:21][C:22]([F:34])([F:33])[O:23][C:24]1[CH:32]=[CH:31][C:27]([C:28](Cl)=O)=[CH:26][CH:25]=1.FC(F)(F)C1C=CC(C2ON=C(C3CC4(CCN(C(OC(C)(C)C)=O)CC4)C3)N=2)=CC=1, predict the reaction product. The product is: [F:21][C:22]([F:33])([F:34])[O:23][C:24]1[CH:25]=[CH:26][C:27]([C:28]2[O:20][N:19]=[C:2]([CH:3]3[CH2:4][C:5]4([CH2:11][CH2:10][N:9]([C:12]([O:14][C:15]([CH3:17])([CH3:16])[CH3:18])=[O:13])[CH2:8][CH2:7]4)[CH2:6]3)[N:1]=2)=[CH:31][CH:32]=1. (7) Given the reactants [NH:1]1[CH2:6][CH2:5][S:4][CH2:3][CH2:2]1.[F:7][C:8]1[CH:9]=[C:10]([N+:16]([O-:18])=[O:17])[CH:11]=[C:12]([F:15])[C:13]=1F, predict the reaction product. The product is: [F:7][C:8]1[CH:9]=[C:10]([N+:16]([O-:18])=[O:17])[CH:11]=[C:12]([F:15])[C:13]=1[N:1]1[CH2:6][CH2:5][S:4][CH2:3][CH2:2]1.